From a dataset of CYP2D6 inhibition data for predicting drug metabolism from PubChem BioAssay. Regression/Classification. Given a drug SMILES string, predict its absorption, distribution, metabolism, or excretion properties. Task type varies by dataset: regression for continuous measurements (e.g., permeability, clearance, half-life) or binary classification for categorical outcomes (e.g., BBB penetration, CYP inhibition). Dataset: cyp2d6_veith. (1) The molecule is C[C@@]1(CCOCc2ccccc2)NC(=O)NC1=O. The result is 0 (non-inhibitor). (2) The molecule is CC(C)NS(=O)(=O)c1ccc(NC(=S)NC(=O)c2ccc(-c3ccccc3)cc2)cc1. The result is 0 (non-inhibitor). (3) The drug is O=C(N/N=C1/C[C@@H](O)[C@@H](O)[C@@H]2[C@@H]3C(=O)N(C[C@@H]4CCCO4)C(=O)[C@H]3CC[C@@H]12)OCc1ccccc1. The result is 0 (non-inhibitor). (4) The compound is C=C[C@]1(C)C[C@H](OC(=O)CO)[C@@]2(C)[C@H](C)CC[C@@]3(CCC(=O)[C@@H]23)[C@H](C)[C@H]1O. The result is 0 (non-inhibitor).